This data is from Peptide-MHC class I binding affinity with 185,985 pairs from IEDB/IMGT. The task is: Regression. Given a peptide amino acid sequence and an MHC pseudo amino acid sequence, predict their binding affinity value. This is MHC class I binding data. The binding affinity (normalized) is 0.0847. The MHC is HLA-B39:01 with pseudo-sequence HLA-B39:01. The peptide sequence is LITEQFLCY.